From a dataset of NCI-60 drug combinations with 297,098 pairs across 59 cell lines. Regression. Given two drug SMILES strings and cell line genomic features, predict the synergy score measuring deviation from expected non-interaction effect. (1) Drug 1: C1=CN(C(=O)N=C1N)C2C(C(C(O2)CO)O)O.Cl. Drug 2: C(CC(=O)O)C(=O)CN.Cl. Cell line: SR. Synergy scores: CSS=52.6, Synergy_ZIP=-0.758, Synergy_Bliss=1.06, Synergy_Loewe=-42.8, Synergy_HSA=0.632. (2) Drug 1: C1CCC(CC1)NC(=O)N(CCCl)N=O. Drug 2: C1CN1P(=S)(N2CC2)N3CC3. Cell line: NCIH23. Synergy scores: CSS=33.0, Synergy_ZIP=-10.4, Synergy_Bliss=-0.510, Synergy_Loewe=-20.6, Synergy_HSA=2.95. (3) Drug 1: C1=CC(=CC=C1CC(C(=O)O)N)N(CCCl)CCCl.Cl. Drug 2: CC1=C(C(=O)C2=C(C1=O)N3CC4C(C3(C2COC(=O)N)OC)N4)N. Cell line: CCRF-CEM. Synergy scores: CSS=58.1, Synergy_ZIP=3.44, Synergy_Bliss=5.53, Synergy_Loewe=-1.34, Synergy_HSA=6.39. (4) Drug 1: CCC1(CC2CC(C3=C(CCN(C2)C1)C4=CC=CC=C4N3)(C5=C(C=C6C(=C5)C78CCN9C7C(C=CC9)(C(C(C8N6C=O)(C(=O)OC)O)OC(=O)C)CC)OC)C(=O)OC)O.OS(=O)(=O)O. Drug 2: CC1=C2C(C(=O)C3(C(CC4C(C3C(C(C2(C)C)(CC1OC(=O)C(C(C5=CC=CC=C5)NC(=O)OC(C)(C)C)O)O)OC(=O)C6=CC=CC=C6)(CO4)OC(=O)C)O)C)O. Cell line: NCIH23. Synergy scores: CSS=34.1, Synergy_ZIP=-0.108, Synergy_Bliss=-1.16, Synergy_Loewe=-19.9, Synergy_HSA=-1.58. (5) Drug 1: C1=NC2=C(N1)C(=S)N=CN2. Drug 2: COCCOC1=C(C=C2C(=C1)C(=NC=N2)NC3=CC=CC(=C3)C#C)OCCOC.Cl. Cell line: NCI-H522. Synergy scores: CSS=57.2, Synergy_ZIP=-1.37, Synergy_Bliss=3.69, Synergy_Loewe=1.60, Synergy_HSA=2.18. (6) Drug 1: CN1CCC(CC1)COC2=C(C=C3C(=C2)N=CN=C3NC4=C(C=C(C=C4)Br)F)OC. Drug 2: CC1=CC=C(C=C1)C2=CC(=NN2C3=CC=C(C=C3)S(=O)(=O)N)C(F)(F)F. Cell line: CCRF-CEM. Synergy scores: CSS=2.75, Synergy_ZIP=-1.69, Synergy_Bliss=-2.09, Synergy_Loewe=-3.60, Synergy_HSA=-2.49. (7) Drug 1: C1CC(=O)NC(=O)C1N2CC3=C(C2=O)C=CC=C3N. Drug 2: C1=CC=C(C=C1)NC(=O)CCCCCCC(=O)NO. Cell line: HL-60(TB). Synergy scores: CSS=20.1, Synergy_ZIP=0.885, Synergy_Bliss=0.271, Synergy_Loewe=-12.9, Synergy_HSA=4.21. (8) Drug 1: CC1=CC2C(CCC3(C2CCC3(C(=O)C)OC(=O)C)C)C4(C1=CC(=O)CC4)C. Drug 2: C1C(C(OC1N2C=NC3=C(N=C(N=C32)Cl)N)CO)O. Cell line: OVCAR-8. Synergy scores: CSS=29.8, Synergy_ZIP=-4.16, Synergy_Bliss=-3.47, Synergy_Loewe=-39.3, Synergy_HSA=-4.29. (9) Drug 1: CNC(=O)C1=CC=CC=C1SC2=CC3=C(C=C2)C(=NN3)C=CC4=CC=CC=N4. Drug 2: CCCS(=O)(=O)NC1=C(C(=C(C=C1)F)C(=O)C2=CNC3=C2C=C(C=N3)C4=CC=C(C=C4)Cl)F. Cell line: DU-145. Synergy scores: CSS=-2.97, Synergy_ZIP=6.79, Synergy_Bliss=-2.90, Synergy_Loewe=-6.08, Synergy_HSA=-6.25.